This data is from Forward reaction prediction with 1.9M reactions from USPTO patents (1976-2016). The task is: Predict the product of the given reaction. (1) The product is: [CH3:48][C:40]1[N:38]2[CH:39]=[C:34]([C:30]3[CH:29]=[C:28]([CH2:27][OH:26])[CH:33]=[CH:32][CH:31]=3)[CH:35]=[CH:36][C:37]2=[N:42][C:41]=1[C:43]1[S:44][CH:45]=[CH:46][CH:47]=1. Given the reactants [F-].C([N+](CCCC)(CCCC)CCCC)CCC.[Si]([O:26][CH2:27][C:28]1[CH:29]=[C:30]([C:34]2[CH:35]=[CH:36][C:37]3[N:38]([C:40]([CH3:48])=[C:41]([C:43]4[S:44][CH:45]=[CH:46][CH:47]=4)[N:42]=3)[CH:39]=2)[CH:31]=[CH:32][CH:33]=1)(C(C)(C)C)(C)C, predict the reaction product. (2) Given the reactants [Cl:1][C:2]1[CH:7]=[CH:6][C:5]([CH:8]([CH:21]2[CH2:23][CH2:22]2)[C:9]2[C:17]3[C:12](=[C:13]([CH2:18][S:19][CH3:20])[CH:14]=[CH:15][CH:16]=3)[NH:11][CH:10]=2)=[CH:4][CH:3]=1.ClCCl.ClC1C=CC=C(C(OO)=[O:35])C=1, predict the reaction product. The product is: [Cl:1][C:2]1[CH:7]=[CH:6][C:5]([CH:8]([CH:21]2[CH2:23][CH2:22]2)[C:9]2[C:17]3[C:12](=[C:13]([CH2:18][S:19]([CH3:20])=[O:35])[CH:14]=[CH:15][CH:16]=3)[NH:11][CH:10]=2)=[CH:4][CH:3]=1. (3) Given the reactants [Br:1][C:2]1[CH:3]=[N:4][C:5]([O:11][CH3:12])=[C:6]([CH:10]=1)[C:7](O)=[O:8].C(Cl)(=O)C(Cl)=O.[CH3:19][S:20]([NH2:23])(=[O:22])=[O:21].N1C=CC=CC=1, predict the reaction product. The product is: [Br:1][C:2]1[CH:3]=[N:4][C:5]([O:11][CH3:12])=[C:6]([CH:10]=1)[C:7]([NH:23][S:20]([CH3:19])(=[O:22])=[O:21])=[O:8]. (4) Given the reactants C([O:3][C:4](=[O:31])[C:5]1[CH:10]=[C:9]([C:11](=[O:24])[NH:12][C:13]2[CH:18]=[CH:17][C:16]([O:19][C:20]([F:23])([F:22])[F:21])=[CH:15][CH:14]=2)[CH:8]=[N:7][C:6]=1[N:25]1[CH2:29][CH2:28][C@@H:27]([OH:30])[CH2:26]1)C.[Li+].[OH-].O.O.C(O)(=O)CC(CC(O)=O)(C(O)=O)O, predict the reaction product. The product is: [OH:30][C@@H:27]1[CH2:28][CH2:29][N:25]([C:6]2[N:7]=[CH:8][C:9]([C:11](=[O:24])[NH:12][C:13]3[CH:14]=[CH:15][C:16]([O:19][C:20]([F:22])([F:21])[F:23])=[CH:17][CH:18]=3)=[CH:10][C:5]=2[C:4]([OH:31])=[O:3])[CH2:26]1. (5) Given the reactants [CH:1]1([C:7]2[C:8]3[CH:26]=[CH:25][C:24]([C:27]([NH:29][C:30]([CH3:35])([CH3:34])[C:31]([OH:33])=O)=[O:28])=[CH:23][C:9]=3[N:10]3[C:16]=2[C:15]2[CH:17]=[CH:18][C:19]([O:21][CH3:22])=[CH:20][C:14]=2[O:13][CH2:12][CH2:11]3)[CH2:6][CH2:5][CH2:4][CH2:3][CH2:2]1.S(Cl)(Cl)=O.[NH2:40][C:41]1[CH:42]=[C:43]([CH:48]=[CH:49][C:50]=1[NH2:51])[C:44]([O:46][CH3:47])=[O:45].C(=O)([O-])O.[Na+], predict the reaction product. The product is: [NH2:51][C:50]1[CH:49]=[CH:48][C:43]([C:44]([O:46][CH3:47])=[O:45])=[CH:42][C:41]=1[NH:40][C:31](=[O:33])[C:30]([NH:29][C:27]([C:24]1[CH:25]=[CH:26][C:8]2[C:7]([CH:1]3[CH2:6][CH2:5][CH2:4][CH2:3][CH2:2]3)=[C:16]3[N:10]([CH2:11][CH2:12][O:13][C:14]4[CH:20]=[C:19]([O:21][CH3:22])[CH:18]=[CH:17][C:15]=43)[C:9]=2[CH:23]=1)=[O:28])([CH3:35])[CH3:34]. (6) Given the reactants [CH2:1]([C:9]([CH2:16][CH2:17][C:18]1[CH:23]=[CH:22][CH:21]=[CH:20][CH:19]=1)=[CH:10][C:11]([O:13][CH2:14][CH3:15])=[O:12])[CH2:2][C:3]1[CH:8]=[CH:7][CH:6]=[CH:5][CH:4]=1, predict the reaction product. The product is: [CH2:16]([CH:9]([CH2:1][CH2:2][C:3]1[CH:8]=[CH:7][CH:6]=[CH:5][CH:4]=1)[CH2:10][C:11]([O:13][CH2:14][CH3:15])=[O:12])[CH2:17][C:18]1[CH:23]=[CH:22][CH:21]=[CH:20][CH:19]=1. (7) Given the reactants [CH:1]1([N:7]2[CH2:12][CH2:11][CH:10]([CH2:13][C:14]3[CH:19]=[CH:18][CH:17]=[CH:16][CH:15]=3)[CH2:9][CH2:8]2)[CH2:6][CH2:5][CH2:4][CH2:3][CH2:2]1.[Cl:20]CCl, predict the reaction product. The product is: [ClH:20].[CH:1]1([N:7]2[CH2:8][CH2:9][CH:10]([CH2:13][C:14]3[CH:19]=[CH:18][CH:17]=[CH:16][CH:15]=3)[CH2:11][CH2:12]2)[CH2:6][CH2:5][CH2:4][CH2:3][CH2:2]1. (8) Given the reactants COC(C1C=C(O)C2C(=C(N)C=CC=2)N=1)=O.C[O:18][C:19]([C:21]1[CH:30]=[C:29]([OH:31])[C:28]2[C:23](=[C:24]([Br:32])[CH:25]=[CH:26][CH:27]=2)[N:22]=1)=[O:20], predict the reaction product. The product is: [OH:31][C:29]1[C:28]2[C:23](=[C:24]([Br:32])[CH:25]=[CH:26][CH:27]=2)[N:22]=[C:21]([C:19]([OH:20])=[O:18])[CH:30]=1. (9) Given the reactants O[C:2]1[N:7]=[C:6]([C:8]2[CH:16]=[CH:15][C:11]([C:12]([OH:14])=O)=[CH:10][CH:9]=2)[CH:5]=[CH:4][N:3]=1.O=P(Cl)(Cl)[Cl:19].[Cl:22][C:23]1[CH:29]=[CH:28][C:26]([NH2:27])=[CH:25][CH:24]=1.CCN(CC)CC, predict the reaction product. The product is: [Cl:22][C:23]1[CH:29]=[CH:28][C:26]([NH:27][C:12](=[O:14])[C:11]2[CH:10]=[CH:9][C:8]([C:6]3[CH:5]=[CH:4][N:3]=[C:2]([Cl:19])[N:7]=3)=[CH:16][CH:15]=2)=[CH:25][CH:24]=1. (10) Given the reactants [CH3:1][O:2][C:3]1[CH:8]=[CH:7][C:6]([C:9]2[C:13]3[C:14]([O:18][C@H:19]([CH3:31])[CH2:20][CH2:21][CH2:22][CH2:23][C:24]([O:26]C(C)(C)C)=[O:25])=[CH:15][CH:16]=[CH:17][C:12]=3[O:11][C:10]=2[C:32]2[CH:37]=[CH:36][CH:35]=[CH:34][CH:33]=2)=[CH:5][CH:4]=1.O.FC(F)(F)C(O)=O, predict the reaction product. The product is: [CH3:1][O:2][C:3]1[CH:4]=[CH:5][C:6]([C:9]2[C:13]3[C:14]([O:18][C@H:19]([CH3:31])[CH2:20][CH2:21][CH2:22][CH2:23][C:24]([OH:26])=[O:25])=[CH:15][CH:16]=[CH:17][C:12]=3[O:11][C:10]=2[C:32]2[CH:33]=[CH:34][CH:35]=[CH:36][CH:37]=2)=[CH:7][CH:8]=1.